Dataset: Full USPTO retrosynthesis dataset with 1.9M reactions from patents (1976-2016). Task: Predict the reactants needed to synthesize the given product. Given the product [Br-:12].[Br:12][CH2:10][C:9]([C:8]1[CH:7]=[CH:6][NH+:5]=[CH:4][C:3]=1[CH2:1][CH3:2])=[O:11], predict the reactants needed to synthesize it. The reactants are: [CH2:1]([C:3]1[CH:4]=[N:5][CH:6]=[CH:7][C:8]=1[C:9](=[O:11])[CH3:10])[CH3:2].[Br:12]Br.